This data is from NCI-60 drug combinations with 297,098 pairs across 59 cell lines. The task is: Regression. Given two drug SMILES strings and cell line genomic features, predict the synergy score measuring deviation from expected non-interaction effect. (1) Drug 1: CCCCC(=O)OCC(=O)C1(CC(C2=C(C1)C(=C3C(=C2O)C(=O)C4=C(C3=O)C=CC=C4OC)O)OC5CC(C(C(O5)C)O)NC(=O)C(F)(F)F)O. Drug 2: CC1=C(C(=O)C2=C(C1=O)N3CC4C(C3(C2COC(=O)N)OC)N4)N. Cell line: HL-60(TB). Synergy scores: CSS=86.9, Synergy_ZIP=17.1, Synergy_Bliss=13.6, Synergy_Loewe=7.53, Synergy_HSA=15.2. (2) Drug 1: C1=CC(=CC=C1CC(C(=O)O)N)N(CCCl)CCCl.Cl. Drug 2: CC(C)NC(=O)C1=CC=C(C=C1)CNNC.Cl. Cell line: HCC-2998. Synergy scores: CSS=12.9, Synergy_ZIP=0.234, Synergy_Bliss=4.63, Synergy_Loewe=-3.69, Synergy_HSA=0.773.